From a dataset of Full USPTO retrosynthesis dataset with 1.9M reactions from patents (1976-2016). Predict the reactants needed to synthesize the given product. (1) Given the product [OH:22][CH:23]([CH3:26])[CH2:24][NH:25][C:19]([C@H:16]1[CH2:15][CH2:14][C@H:13]([C:10]2[NH:11][CH:12]=[C:8]([C:4]3[CH:5]=[CH:6][CH:7]=[C:2]([Br:1])[CH:3]=3)[N:9]=2)[CH2:18][CH2:17]1)=[O:21], predict the reactants needed to synthesize it. The reactants are: [Br:1][C:2]1[CH:3]=[C:4]([C:8]2[N:9]=[C:10]([C@H:13]3[CH2:18][CH2:17][C@H:16]([C:19]([OH:21])=O)[CH2:15][CH2:14]3)[NH:11][CH:12]=2)[CH:5]=[CH:6][CH:7]=1.[OH:22][CH:23]([CH3:26])[CH2:24][NH2:25].F[P-](F)(F)(F)(F)F.N1(O[P+](N(C)C)(N(C)C)N(C)C)C2C=CC=CC=2N=N1. (2) Given the product [O:37]=[C:38]1[C:46]2[C:41](=[CH:42][CH:43]=[CH:44][CH:45]=2)[C:40](=[O:47])[N:39]1[CH2:2][CH2:3][CH2:4][CH2:5]/[CH:6]=[CH:7]/[C:8]1[C:16]2[C:11](=[CH:12][CH:13]=[C:14]([F:17])[CH:15]=2)[N:10]([CH2:18][CH2:19][CH2:20][O:21][C:22]2[C:31]3[C:26](=[CH:27][CH:28]=[CH:29][CH:30]=3)[CH:25]=[CH:24][CH:23]=2)[C:9]=1[C:32]([O:34][CH2:35][CH3:36])=[O:33], predict the reactants needed to synthesize it. The reactants are: Cl[CH2:2][CH2:3][CH2:4][CH2:5]/[CH:6]=[CH:7]/[C:8]1[C:16]2[C:11](=[CH:12][CH:13]=[C:14]([F:17])[CH:15]=2)[N:10]([CH2:18][CH2:19][CH2:20][O:21][C:22]2[C:31]3[C:26](=[CH:27][CH:28]=[CH:29][CH:30]=3)[CH:25]=[CH:24][CH:23]=2)[C:9]=1[C:32]([O:34][CH2:35][CH3:36])=[O:33].[O:37]=[C:38]1[C:46]2[C:41](=[CH:42][CH:43]=[CH:44][CH:45]=2)[C:40](=[O:47])[N-:39]1.[K+]. (3) Given the product [CH3:1][CH2:2][CH2:3][CH2:4][C:5]1[N:9]([CH2:10][C:11]2[CH:16]=[CH:15][C:14]([C:17]3[CH:18]=[CH:19][CH:20]=[CH:21][C:22]=3[C:23]3[N:27]=[N:26][NH:25][N:24]=3)=[CH:13][CH:12]=2)[C:8]([CH2:28][OH:29])=[C:7]([Cl:30])[N:6]=1, predict the reactants needed to synthesize it. The reactants are: [CH3:1][CH2:2][CH2:3][CH2:4][C:5]1[N:9]([CH2:10][C:11]2[CH:12]=[CH:13][C:14]([C:17]3[CH:18]=[CH:19][CH:20]=[CH:21][C:22]=3[C:23]3[N:27]=[N:26][N-:25][N:24]=3)=[CH:15][CH:16]=2)[C:8]([CH2:28][OH:29])=[C:7]([Cl:30])[N:6]=1.[K+]. (4) The reactants are: [CH3:1][O:2][C:3]1[C:8]([C:9]([OH:11])=O)=[CH:7][C:6]([C:12]([NH2:14])=[O:13])=[CH:5][CH:4]=1.[CH3:15][O:16][C:17]1[CH:18]=[C:19]([CH:21]=[C:22]([O:24][CH3:25])[CH:23]=1)[NH2:20]. Given the product [CH3:25][O:24][C:22]1[CH:21]=[C:19]([NH:20][C:9](=[O:11])[C:8]2[CH:7]=[C:6]([CH:5]=[CH:4][C:3]=2[O:2][CH3:1])[C:12]([NH2:14])=[O:13])[CH:18]=[C:17]([O:16][CH3:15])[CH:23]=1, predict the reactants needed to synthesize it. (5) Given the product [CH2:19]([N:22]1[CH2:25][C:12]2[CH:13]=[C:14]3[C:9](=[CH:10][C:11]=2[O:24][CH2:23]1)[O:8][CH2:7][C:6]([C:5]1[CH:17]=[CH:18][C:2]([OH:1])=[CH:3][CH:4]=1)=[CH:15]3)[CH2:20][CH3:21], predict the reactants needed to synthesize it. The reactants are: [OH:1][C:2]1[CH:18]=[CH:17][C:5]([C:6]2[CH2:7][O:8][C:9]3[C:14]([CH:15]=2)=[CH:13][CH:12]=[C:11](O)[CH:10]=3)=[CH:4][CH:3]=1.[CH2:19]([NH2:22])[CH2:20][CH3:21].[CH2:23]=[O:24].[CH2:25](O)C.